This data is from Reaction yield outcomes from USPTO patents with 853,638 reactions. The task is: Predict the reaction yield, written as a fraction of the theoretical maximum amount of product (1.0 means a 100% yield; for example, 0.34 means a 34% yield). (1) The reactants are [Br:1][C:2]1[CH:7]=[CH:6][C:5]([NH:8][C:9]2[N:14]=[CH:13][N:12]=[C:11]([NH:15][C:16]3[CH:17]=[C:18]([NH:22]C(=O)OC(C)(C)C)[CH:19]=[CH:20][CH:21]=3)[CH:10]=2)=[C:4]([F:30])[CH:3]=1. The catalyst is Cl.O1CCOCC1. The product is [Br:1][C:2]1[CH:7]=[CH:6][C:5]([NH:8][C:9]2[N:14]=[CH:13][N:12]=[C:11]([NH:15][C:16]3[CH:17]=[C:18]([NH2:22])[CH:19]=[CH:20][CH:21]=3)[CH:10]=2)=[C:4]([F:30])[CH:3]=1. The yield is 1.00. (2) The reactants are [H-].[Na+].[Br:3][C:4]1[NH:5][C:6]([Br:9])=[CH:7][N:8]=1.[CH3:10][Si:11]([CH3:18])([CH3:17])[CH2:12][CH2:13][O:14][CH2:15]Cl.C(OCC)(=O)C. The catalyst is CN(C)C=O. The product is [Br:3][C:4]1[N:5]([CH2:15][O:14][CH2:13][CH2:12][Si:11]([CH3:18])([CH3:17])[CH3:10])[C:6]([Br:9])=[CH:7][N:8]=1. The yield is 0.410. (3) The reactants are [Cl:1][C:2]1[CH:3]=[CH:4][N:5]2[C:10]=1[CH:9]=[N:8][C:7]([S:11][CH3:12])=[N:6]2.[I:13]N1C(=O)CCC1=O. The catalyst is ClCCCl. The product is [Cl:1][C:2]1[CH:3]=[C:4]([I:13])[N:5]2[C:10]=1[CH:9]=[N:8][C:7]([S:11][CH3:12])=[N:6]2. The yield is 0.560. (4) The reactants are [CH3:1][S:2][C:3]1[CH:8]=[CH:7][C:6]([CH2:9][CH2:10][C:11]([O:13][CH3:14])=[O:12])=[CH:5][CH:4]=1.C[OH:16]. No catalyst specified. The product is [CH3:1][S:2]([C:3]1[CH:4]=[CH:5][C:6]([CH2:9][CH2:10][C:11]([O:13][CH3:14])=[O:12])=[CH:7][CH:8]=1)=[O:16]. The yield is 0.810. (5) The reactants are [CH3:1][C:2]1[CH2:7][CH2:6][CH2:5][C:4]([CH3:9])([CH3:8])[C:3]=1/[CH:10]=[CH:11]/[C:12](/[CH3:22])=[CH:13]/[CH:14]=[CH:15]/[C:16](/[CH3:21])=[CH:17]/[C:18]([OH:20])=O.C(N(S(F)(F)F)CC)C.[C:32]([O:47][CH2:48][CH2:49][NH:50][CH2:51][CH2:52][O:53][C:54](=[O:68])[CH2:55][CH2:56][CH2:57][CH2:58][CH2:59][CH2:60][CH2:61][CH2:62][CH2:63][CH2:64][CH2:65][CH2:66][CH3:67])(=[O:46])[CH2:33][CH2:34][CH2:35][CH2:36][CH2:37][CH2:38][CH2:39][CH2:40][CH2:41][CH2:42][CH2:43][CH2:44][CH3:45]. The catalyst is C(OCC)C.ClCCl. The product is [C:32]([O:47][CH2:48][CH2:49][N:50]([C:18](=[O:20])/[CH:17]=[C:16](\[CH3:21])/[CH:15]=[CH:14]/[CH:13]=[C:12](\[CH3:22])/[CH:11]=[CH:10]/[C:3]1[C:4]([CH3:8])([CH3:9])[CH2:5][CH2:6][CH2:7][C:2]=1[CH3:1])[CH2:51][CH2:52][O:53][C:54](=[O:68])[CH2:55][CH2:56][CH2:57][CH2:58][CH2:59][CH2:60][CH2:61][CH2:62][CH2:63][CH2:64][CH2:65][CH2:66][CH3:67])(=[O:46])[CH2:33][CH2:34][CH2:35][CH2:36][CH2:37][CH2:38][CH2:39][CH2:40][CH2:41][CH2:42][CH2:43][CH2:44][CH3:45]. The yield is 0.500. (6) The reactants are [CH2:1]([O:3][C:4]1[CH:10]=[CH:9][C:7]([NH2:8])=[C:6]([C:11]2[O:12][CH:13]=[CH:14][N:15]=2)[CH:5]=1)[CH3:2].[C:16]([C:18]1[N:23]=[CH:22][C:21]([NH:24][C:25](=O)[O:26]C2C=CC=CC=2)=[CH:20][CH:19]=1)#[N:17]. The catalyst is C1COCC1. The product is [C:16]([C:18]1[N:23]=[CH:22][C:21]([NH:24][C:25]([NH:8][C:7]2[CH:9]=[CH:10][C:4]([O:3][CH2:1][CH3:2])=[CH:5][C:6]=2[C:11]2[O:12][CH:13]=[CH:14][N:15]=2)=[O:26])=[CH:20][CH:19]=1)#[N:17]. The yield is 0.560. (7) The reactants are [NH2:1][C:2]1=[N:3][C:4](=[O:32])[NH:5]/[C:6]/1=[CH:7]\[C:8]1[CH:13]=[CH:12][C:11]([O:14][CH2:15][C:16]2[CH:21]=[CH:20][C:19]([C:22]([F:25])([F:24])[F:23])=[CH:18][C:17]=2[C:26]([F:29])([F:28])[F:27])=[C:10]([O:30][CH3:31])[CH:9]=1.[CH3:33][N:34]1[CH2:38][CH2:37][CH2:36][CH:35]1[CH2:39][CH2:40]N. The catalyst is CO. The product is [F:29][C:26]([F:27])([F:28])[C:17]1[CH:18]=[C:19]([C:22]([F:25])([F:23])[F:24])[CH:20]=[CH:21][C:16]=1[CH2:15][O:14][C:11]1[CH:12]=[CH:13][C:8](/[CH:7]=[C:6]2/[C:2]([NH:1][CH2:40][CH2:39][CH:35]3[CH2:36][CH2:37][CH2:38][N:34]3[CH3:33])=[N:3][C:4](=[O:32])[NH:5]/2)=[CH:9][C:10]=1[O:30][CH3:31]. The yield is 0.560.